This data is from Full USPTO retrosynthesis dataset with 1.9M reactions from patents (1976-2016). The task is: Predict the reactants needed to synthesize the given product. (1) Given the product [F:24][C:23]1[CH:22]=[CH:21][CH:20]=[C:19]([F:25])[C:18]=1[CH2:17][N:14]1[C:13](=[O:26])[N:12]([C:27]2[CH:32]=[CH:31][CH:30]=[C:29]([O:33][CH3:34])[C:28]=2[F:35])[C:11](=[O:36])[C:10]2=[C:9]([CH2:37][N:38]([CH3:39])[CH3:40])[C:8]([C:5]3[CH:6]=[CH:7][C:2]([NH:1][C:42]([NH:63][O:61][CH3:62])=[O:43])=[CH:3][CH:4]=3)=[CH:16][N:15]12, predict the reactants needed to synthesize it. The reactants are: [NH2:1][C:2]1[CH:7]=[CH:6][C:5]([C:8]2[C:9]([CH2:37][N:38]([CH3:40])[CH3:39])=[C:10]3[N:15]([CH:16]=2)[N:14]([CH2:17][C:18]2[C:23]([F:24])=[CH:22][CH:21]=[CH:20][C:19]=2[F:25])[C:13](=[O:26])[N:12]([C:27]2[CH:32]=[CH:31][CH:30]=[C:29]([O:33][CH3:34])[C:28]=2[F:35])[C:11]3=[O:36])=[CH:4][CH:3]=1.Cl[C:42](OC1C=CC([N+]([O-])=O)=CC=1)=[O:43].N1C=CC=CC=1.Cl.[O:61]([NH2:63])[CH3:62]. (2) The reactants are: C([O:3][C:4](=[O:22])[C:5]1[CH:10]=[C:9]([Br:11])[C:8]([O:12][CH2:13][C:14]([F:17])([F:16])[F:15])=[N:7][C:6]=1[C:18]([F:21])([F:20])[F:19])C.O.[OH-].[Li+].Cl. Given the product [Br:11][C:9]1[C:8]([O:12][CH2:13][C:14]([F:15])([F:16])[F:17])=[N:7][C:6]([C:18]([F:21])([F:19])[F:20])=[C:5]([CH:10]=1)[C:4]([OH:22])=[O:3], predict the reactants needed to synthesize it. (3) Given the product [Br:5][CH2:1][CH2:19][CH2:18][CH2:17][CH2:16][CH2:15][CH2:14][O:13][CH2:6][CH2:7][CH2:8][CH2:9][CH2:10][CH2:11][CH3:12], predict the reactants needed to synthesize it. The reactants are: [C:1]([Br:5])(Br)(Br)Br.[CH2:6]([O:13][CH2:14][CH2:15][CH2:16][CH2:17][CH2:18][CH2:19]CO)[CH2:7][CH2:8][CH2:9][CH2:10][CH2:11][CH3:12].C1(P(C2C=CC=CC=2)C2C=CC=CC=2)C=CC=CC=1. (4) Given the product [CH2:1]([N:8]1[CH2:13][CH2:12][N:11]([CH2:14][C:15]2[CH:20]=[CH:19][CH:18]=[CH:17][CH:16]=2)[CH2:10][CH:9]1[CH2:21][NH:22][C:28](=[O:29])[C:27]1[CH:31]=[CH:32][C:24]([OH:23])=[CH:25][CH:26]=1)[C:2]1[CH:3]=[CH:4][CH:5]=[CH:6][CH:7]=1, predict the reactants needed to synthesize it. The reactants are: [CH2:1]([N:8]1[CH2:13][CH2:12][N:11]([CH2:14][C:15]2[CH:20]=[CH:19][CH:18]=[CH:17][CH:16]=2)[CH2:10][CH:9]1[CH2:21][NH2:22])[C:2]1[CH:7]=[CH:6][CH:5]=[CH:4][CH:3]=1.[OH:23][C:24]1[CH:32]=[CH:31][C:27]([C:28](O)=[O:29])=[CH:26][CH:25]=1.